Task: Predict the reaction yield, written as a fraction of the theoretical maximum amount of product (1.0 means a 100% yield; for example, 0.34 means a 34% yield).. Dataset: Reaction yield outcomes from USPTO patents with 853,638 reactions (1) The reactants are C(OCC)C.O[CH:7]([CH2:18][C:19]([CH2:22][Si](C)(C)C)=[C:20]=[CH2:21])[CH2:8][CH2:9][C:10]([C:12]1[CH:17]=[CH:16][CH:15]=[CH:14][CH:13]=1)=[O:11].[Si](OS(C(F)(F)F)(=O)=O)(C)(C)C.O. The catalyst is CCOC(C)=O. The product is [CH2:21]=[C:20]1[C:19](=[CH2:22])[CH2:18][CH:7]2[O:11][C:10]1([C:12]1[CH:17]=[CH:16][CH:15]=[CH:14][CH:13]=1)[CH2:9][CH2:8]2. The yield is 0.960. (2) The reactants are [C:1]([NH:4][C:5]1[CH:10]=[C:9]([O:11][C:12]2[C:17]([F:18])=[CH:16][C:15]([NH:19][C:20]([C:22]3[C:23](=[O:36])[N:24]([C:29]4[CH:34]=[CH:33][C:32]([F:35])=[CH:31][CH:30]=4)[CH:25]=[CH:26][C:27]=3I)=[O:21])=[C:14]([F:37])[CH:13]=2)[CH:8]=[CH:7][N:6]=1)(=[O:3])[CH3:2].[CH3:38][NH2:39]. No catalyst specified. The product is [C:1]([NH:4][C:5]1[CH:10]=[C:9]([O:11][C:12]2[C:17]([F:18])=[CH:16][C:15]([NH:19][C:20]([C:22]3[C:23](=[O:36])[N:24]([C:29]4[CH:34]=[CH:33][C:32]([F:35])=[CH:31][CH:30]=4)[CH:25]=[CH:26][C:27]=3[NH:39][CH3:38])=[O:21])=[C:14]([F:37])[CH:13]=2)[CH:8]=[CH:7][N:6]=1)(=[O:3])[CH3:2]. The yield is 0.855. (3) The reactants are [C:1]([NH:4][C:5]1[CH:10]=[CH:9][C:8]([NH2:11])=[CH:7][N:6]=1)(=[O:3])[CH3:2].[N+:12]([C:15]1[CH:16]=[C:17]([N:21]=[C:22]=[O:23])[CH:18]=[CH:19][CH:20]=1)([O-:14])=[O:13]. The catalyst is C1COCC1. The product is [N+:12]([C:15]1[CH:16]=[C:17]([NH:21][C:22](=[O:23])[NH:11][C:8]2[CH:9]=[CH:10][C:5]([NH:4][C:1](=[O:3])[CH3:2])=[N:6][CH:7]=2)[CH:18]=[CH:19][CH:20]=1)([O-:14])=[O:13]. The yield is 0.880.